From a dataset of Full USPTO retrosynthesis dataset with 1.9M reactions from patents (1976-2016). Predict the reactants needed to synthesize the given product. (1) Given the product [Cl:17][C:5]1[C:4]([Cl:18])=[CH:3][C:2]([CH:19]=[CH2:20])=[CH:7][C:6]=1[CH2:8][O:9][Si:10]([C:13]([CH3:16])([CH3:15])[CH3:14])([CH3:12])[CH3:11], predict the reactants needed to synthesize it. The reactants are: Br[C:2]1[CH:3]=[C:4]([Cl:18])[C:5]([Cl:17])=[C:6]([CH2:8][O:9][Si:10]([C:13]([CH3:16])([CH3:15])[CH3:14])([CH3:12])[CH3:11])[CH:7]=1.[CH:19](B1OC(C)(C)C(C)(C)O1)=[CH2:20].C1(P(C2C=CC=CC=2)C2C=CC=CC=2)C=CC=CC=1.C([O-])([O-])=O.[Na+].[Na+]. (2) Given the product [C:28]([O:32][C:33](=[O:56])[NH:34][C@H:35]([C:37]1[N:46]([C:47]2[CH:52]=[CH:51][CH:50]=[C:49]([NH:53][C:17]([NH:8][C:9]3[CH:14]=[CH:13][N:12]=[CH:11][C:10]=3[Cl:15])=[O:19])[CH:48]=2)[C:45](=[O:54])[C:44]2[C:39](=[CH:40][CH:41]=[CH:42][C:43]=2[Cl:55])[N:38]=1)[CH3:36])([CH3:29])([CH3:30])[CH3:31], predict the reactants needed to synthesize it. The reactants are: C(N(CC)CC)C.[NH2:8][C:9]1[CH:14]=[CH:13][N:12]=[CH:11][C:10]=1[Cl:15].Cl[C:17](Cl)([O:19]C(=O)OC(Cl)(Cl)Cl)Cl.[C:28]([O:32][C:33](=[O:56])[NH:34][C@H:35]([C:37]1[N:46]([C:47]2[CH:52]=[CH:51][CH:50]=[C:49]([NH2:53])[CH:48]=2)[C:45](=[O:54])[C:44]2[C:39](=[CH:40][CH:41]=[CH:42][C:43]=2[Cl:55])[N:38]=1)[CH3:36])([CH3:31])([CH3:30])[CH3:29].[N-]=C=O.C(CN)O. (3) Given the product [CH:32]1([C:27]2[N:12]3[N:11]=[C:10]([C:7]4[CH:8]=[CH:9][C:4]([N+:1]([O-:3])=[O:2])=[CH:5][CH:6]=4)[C:16]4[CH:17]=[C:18]5[O:23][CH2:22][O:21][C:19]5=[CH:20][C:15]=4[CH2:14][C:13]3=[N:25][CH:26]=2)[CH2:34][CH2:33]1, predict the reactants needed to synthesize it. The reactants are: [N+:1]([C:4]1[CH:9]=[CH:8][C:7]([C:10]2[C:16]3[CH:17]=[C:18]4[O:23][CH2:22][O:21][C:19]4=[CH:20][C:15]=3[CH2:14][C:13](=S)[NH:12][N:11]=2)=[CH:6][CH:5]=1)([O-:3])=[O:2].[NH2:25][CH2:26][C:27]1([CH:32]2[CH2:34][CH2:33]2)OCCO1. (4) Given the product [C:24]([C:28]1[CH:32]=[C:31]([CH2:33][NH:34][C:14]([NH:13][C:10]2[CH:11]=[N:12][C:7]([CH:5]3[CH2:4][O:3][C:2]([CH3:1])([CH3:23])[O:6]3)=[CH:8][CH:9]=2)=[O:22])[N:30]([C:35]2[CH:40]=[CH:39][CH:38]=[C:37]([Cl:41])[CH:36]=2)[N:29]=1)([CH3:27])([CH3:25])[CH3:26], predict the reactants needed to synthesize it. The reactants are: [CH3:1][C:2]1([CH3:23])[O:6][CH:5]([C:7]2[N:12]=[CH:11][C:10]([NH:13][C:14](=[O:22])OC3C=CC=CC=3)=[CH:9][CH:8]=2)[CH2:4][O:3]1.[C:24]([C:28]1[CH:32]=[C:31]([CH2:33][NH2:34])[N:30]([C:35]2[CH:40]=[CH:39][CH:38]=[C:37]([Cl:41])[CH:36]=2)[N:29]=1)([CH3:27])([CH3:26])[CH3:25]. (5) Given the product [CH3:1][O:2][C:3](=[O:25])[C:4]1[CH:9]=[C:8]([NH:39][CH:35]2[CH2:36][CH2:37][CH2:38][N:33]([C:31]([O:30][C:26]([CH3:29])([CH3:28])[CH3:27])=[O:32])[CH2:34]2)[CH:7]=[N:6][C:5]=1[O:11][C:12]1[CH:17]=[CH:16][C:15]([O:18][C:19]2[CH:24]=[CH:23][CH:22]=[CH:21][CH:20]=2)=[CH:14][CH:13]=1, predict the reactants needed to synthesize it. The reactants are: [CH3:1][O:2][C:3](=[O:25])[C:4]1[CH:9]=[C:8](I)[CH:7]=[N:6][C:5]=1[O:11][C:12]1[CH:17]=[CH:16][C:15]([O:18][C:19]2[CH:24]=[CH:23][CH:22]=[CH:21][CH:20]=2)=[CH:14][CH:13]=1.[C:26]([O:30][C:31]([N:33]1[CH2:38][CH2:37][CH2:36][CH:35]([NH2:39])[CH2:34]1)=[O:32])([CH3:29])([CH3:28])[CH3:27].C(=O)([O-])[O-].[Cs+].[Cs+].CC(C1C=C(C(C)C)C(C2C(P(C3CCCCC3)C3CCCCC3)=C(OC)C=CC=2OC)=C(C(C)C)C=1)C. (6) Given the product [F:1][C:2]1[C:3]([F:22])=[N:4][CH:5]=[C:6]([C:10]=1[NH:11][C:12]1[CH:20]=[C:19]2[C:15]([CH:16]=[N:17][N:18]2[CH3:21])=[CH:14][CH:13]=1)[C:7]([O:9][CH3:23])=[O:8], predict the reactants needed to synthesize it. The reactants are: [F:1][C:2]1[C:3]([F:22])=[N:4][CH:5]=[C:6]([C:10]=1[NH:11][C:12]1[CH:20]=[C:19]2[C:15]([CH:16]=[N:17][N:18]2[CH3:21])=[CH:14][CH:13]=1)[C:7]([OH:9])=[O:8].[CH3:23][Si](C=[N+]=[N-])(C)C.C(O)(=O)C. (7) Given the product [S:30]=[C:2]1[CH2:7][CH2:6][CH2:5][CH2:4][N:3]1[CH:8]1[CH2:13][CH2:12][N:11]([C:14]([O:16][C:17]([CH3:20])([CH3:19])[CH3:18])=[O:15])[CH2:10][CH2:9]1, predict the reactants needed to synthesize it. The reactants are: O=[C:2]1[CH2:7][CH2:6][CH2:5][CH2:4][N:3]1[CH:8]1[CH2:13][CH2:12][N:11]([C:14]([O:16][C:17]([CH3:20])([CH3:19])[CH3:18])=[O:15])[CH2:10][CH2:9]1.COC1C=CC(P2(SP(C3C=CC(OC)=CC=3)(=S)S2)=[S:30])=CC=1.